The task is: Predict which catalyst facilitates the given reaction.. This data is from Catalyst prediction with 721,799 reactions and 888 catalyst types from USPTO. (1) Reactant: [OH-].[Na+].Cl.[NH:4]1[CH2:8][CH2:7][CH2:6][C@@H:5]1[CH2:9][C:10]([OH:12])=[O:11].[C:13](O[C:13]([O:15][C:16]([CH3:19])([CH3:18])[CH3:17])=[O:14])([O:15][C:16]([CH3:19])([CH3:18])[CH3:17])=[O:14]. Product: [C:16]([O:15][C:13]([N:4]1[CH2:8][CH2:7][CH2:6][C@@H:5]1[CH2:9][C:10]([OH:12])=[O:11])=[O:14])([CH3:19])([CH3:18])[CH3:17]. The catalyst class is: 283. (2) Reactant: [NH2:1][C:2](=O)[CH2:3][C:4]([CH3:14])([CH3:13])[CH2:5][C:6]([O:8][C:9]([CH3:12])([CH3:11])[CH3:10])=[O:7].N1C=CC=CC=1.FC(F)(F)C(OC(=O)C(F)(F)F)=O.C(OCC)(=O)C. Product: [C:2]([CH2:3][C:4]([CH3:14])([CH3:13])[CH2:5][C:6]([O:8][C:9]([CH3:12])([CH3:11])[CH3:10])=[O:7])#[N:1]. The catalyst class is: 12. (3) Reactant: [OH:1][C:2]1[CH:7]=[CH:6][CH:5]=[CH:4][C:3]=1[N:8]1[CH2:13][CH2:12][C:11]([C:16]2[CH:21]=[CH:20][CH:19]=[C:18]([O:22][CH3:23])[CH:17]=2)([C:14]#[N:15])[CH2:10][CH2:9]1.C(=O)([O-])[O-].[K+].[K+].[CH2:30](Br)[C:31]1[CH:36]=[CH:35][CH:34]=[CH:33][CH:32]=1.O. Product: [CH2:30]([O:1][C:2]1[CH:7]=[CH:6][CH:5]=[CH:4][C:3]=1[N:8]1[CH2:9][CH2:10][C:11]([C:16]2[CH:21]=[CH:20][CH:19]=[C:18]([O:22][CH3:23])[CH:17]=2)([C:14]#[N:15])[CH2:12][CH2:13]1)[C:31]1[CH:36]=[CH:35][CH:34]=[CH:33][CH:32]=1. The catalyst class is: 9. (4) Reactant: [CH3:1][C:2]1[CH:10]=[CH:9][C:5]([C:6]([OH:8])=O)=[CH:4][C:3]=1[N:11]1[CH:16]=[CH:15][N:14]=[C:13]([NH:17][C:18]([CH3:41])([C:20]2[CH:25]=[CH:24][CH:23]=[CH:22][C:21]=2[O:26][CH2:27][CH2:28][N:29]([CH3:40])[C:30]([O:32][CH2:33][C:34]2[CH:39]=[CH:38][CH:37]=[CH:36][CH:35]=2)=[O:31])[CH3:19])[C:12]1=[O:42].F[B-](F)(F)F.[N:48]1(OC(N(C)C)=[N+](C)C)[C:52]2C=CC=C[C:51]=2N=N1.C(N(C(C)C)C(C)C)C.C(N)C. Product: [C:34]1([CH2:33][O:32][C:30](=[O:31])[N:29]([CH2:28][CH2:27][O:26][C:21]2[CH:22]=[CH:23][CH:24]=[CH:25][C:20]=2[C:18]([NH:17][C:13]2[C:12](=[O:42])[N:11]([C:3]3[CH:4]=[C:5]([C:6]([NH:48][CH2:52][CH3:51])=[O:8])[CH:9]=[CH:10][C:2]=3[CH3:1])[CH:16]=[CH:15][N:14]=2)([CH3:19])[CH3:41])[CH3:40])[CH:39]=[CH:38][CH:37]=[CH:36][CH:35]=1. The catalyst class is: 18. (5) Reactant: C[O:2][C:3]([C:5]1[CH:14]=[C:13]([O:15][CH2:16][C:17]([N:19]2[CH2:24][CH2:23][CH:22]([O:25][CH3:26])[CH2:21][CH2:20]2)=[O:18])[C:12]2[C:7](=[CH:8][C:9]([CH3:27])=[CH:10][CH:11]=2)[N:6]=1)=[O:4].[OH-].[Na+]. Product: [CH3:26][O:25][CH:22]1[CH2:23][CH2:24][N:19]([C:17](=[O:18])[CH2:16][O:15][C:13]2[C:12]3[C:7](=[CH:8][C:9]([CH3:27])=[CH:10][CH:11]=3)[N:6]=[C:5]([C:3]([OH:4])=[O:2])[CH:14]=2)[CH2:20][CH2:21]1. The catalyst class is: 1. (6) Reactant: [CH3:1][C:2]1[CH:11]=[CH:10][CH:9]=[C:8]([N+:12]([O-:14])=[O:13])[C:3]=1[C:4]([O:6][CH3:7])=[O:5].[Br:15]N1C(=O)CCC1=O. Product: [Br:15][CH2:1][C:2]1[CH:11]=[CH:10][CH:9]=[C:8]([N+:12]([O-:14])=[O:13])[C:3]=1[C:4]([O:6][CH3:7])=[O:5]. The catalyst class is: 53. (7) Reactant: [OH:1][C:2]1[CH:7]=[CH:6][C:5]([CH2:8][CH2:9][C:10]2[N:11]=[C:12]([NH:15][C:16](=[O:18])[CH3:17])[S:13][CH:14]=2)=[CH:4][CH:3]=1.[C:19]([N:26]1C=CN=C1)(N1C=CN=C1)=[O:20].[C:31]([O:35][C:36]([CH3:39])([CH3:38])[CH3:37])(=[O:34])[NH:32]N. Product: [NH:26]([C:19]([O:1][C:2]1[CH:7]=[CH:6][C:5]([CH2:8][CH2:9][C:10]2[N:11]=[C:12]([NH:15][C:16](=[O:18])[CH3:17])[S:13][CH:14]=2)=[CH:4][CH:3]=1)=[O:20])[NH:32][C:31]([O:35][C:36]([CH3:39])([CH3:38])[CH3:37])=[O:34]. The catalyst class is: 7.